Dataset: Forward reaction prediction with 1.9M reactions from USPTO patents (1976-2016). Task: Predict the product of the given reaction. (1) Given the reactants C([N-]C(C)C)(C)C.[Li+].C(NC(C)C)(C)C.C([Li])CCC.[CH:21]1([CH2:27][CH:28]2[CH2:33][CH2:32][O:31][C:29]2=[O:30])[CH2:26][CH2:25][CH2:24][CH2:23][CH2:22]1.[CH2:34]([O:36][CH2:37]Cl)[CH3:35], predict the reaction product. The product is: [CH:21]1([CH2:27][C:28]2([CH2:37][O:36][CH2:34][CH3:35])[CH2:33][CH2:32][O:31][C:29]2=[O:30])[CH2:22][CH2:23][CH2:24][CH2:25][CH2:26]1. (2) Given the reactants [CH3:1][O:2][C:3]1[CH:11]=[C:10]2[C:6]([C:7](=[O:13])[C:8](=[O:12])[NH:9]2)=[CH:5][CH:4]=1.C([O-])([O-])=O.[K+].[K+].Br[CH2:21][C:22]([O:24][C:25]([CH3:28])([CH3:27])[CH3:26])=[O:23], predict the reaction product. The product is: [CH3:1][O:2][C:3]1[CH:11]=[C:10]2[C:6]([C:7](=[O:13])[C:8](=[O:12])[N:9]2[CH2:21][C:22]([O:24][C:25]([CH3:28])([CH3:27])[CH3:26])=[O:23])=[CH:5][CH:4]=1. (3) Given the reactants Br[C:2]1[CH:7]=[CH:6][CH:5]=[CH:4][C:3]=1[CH2:8][CH2:9]C(OC)=O.[S:14]1[CH:18]=[CH:17][CH:16]=[C:15]1B(O)O.[C:22]([O-:25])(O)=[O:23].[Na+].[CH3:27]OCCOC, predict the reaction product. The product is: [S:14]1[CH:18]=[CH:17][CH:16]=[C:15]1[C:4]1[CH:5]=[CH:6][CH:7]=[CH:2][C:3]=1[CH:8]([CH3:9])[C:22]([O:25][CH3:27])=[O:23]. (4) Given the reactants [F:1][C:2]1[CH:7]=[CH:6][C:5]([B:8]([OH:10])[OH:9])=[CH:4][C:3]=1[CH:11]=O.[C:13]([O:17][C:18](=[O:27])[NH:19][C@H:20]1[CH2:25][CH2:24][C@H:23]([NH2:26])[CH2:22][CH2:21]1)([CH3:16])([CH3:15])[CH3:14].[CH3:28]C(O)=O.C(O[BH-](OC(=O)C)OC(=O)C)(=O)C.[Na+].C([O-])(O)=O.[Na+], predict the reaction product. The product is: [C:18]([N:19]([CH3:28])[CH:20]1[CH2:21][CH2:22][CH:23]([NH:26][CH2:11][C:3]2[CH:4]=[C:5]([B:8]([OH:9])[OH:10])[CH:6]=[CH:7][C:2]=2[F:1])[CH2:24][CH2:25]1)([O:17][C:13]([CH3:16])([CH3:14])[CH3:15])=[O:27]. (5) Given the reactants Br[C:2]1[CH:11]=[CH:10][C:5]([C:6]([O:8][CH3:9])=[O:7])=[C:4]([Cl:12])[CH:3]=1.[CH:13]1(B(O)O)[CH2:15][CH2:14]1.[O-]P([O-])([O-])=O.[K+].[K+].[K+].C1(C)C=CC=CC=1, predict the reaction product. The product is: [Cl:12][C:4]1[CH:3]=[C:2]([CH:13]2[CH2:15][CH2:14]2)[CH:11]=[CH:10][C:5]=1[C:6]([O:8][CH3:9])=[O:7].